Dataset: Full USPTO retrosynthesis dataset with 1.9M reactions from patents (1976-2016). Task: Predict the reactants needed to synthesize the given product. Given the product [C:16]12([CH2:26][O:27][C:28]3[C:36]([CH:37]4[CH2:38][CH2:39]4)=[CH:35][C:31]([C:32]([NH:13][S:10]([CH2:9][CH2:8][O:7][CH3:6])(=[O:12])=[O:11])=[O:34])=[C:30]([F:40])[CH:29]=3)[CH2:22][CH:23]1[CH2:24][CH2:19][CH2:18][CH2:17]2, predict the reactants needed to synthesize it. The reactants are: CS(N)(=O)=O.[CH3:6][O:7][CH2:8][CH2:9][S:10]([NH2:13])(=[O:12])=[O:11].C([C:16]1([CH2:26][O:27][C:28]2[C:36]([CH:37]3[CH2:39][CH2:38]3)=[CH:35][C:31]([C:32]([OH:34])=O)=[C:30]([F:40])[CH:29]=2)[CH:23]2[CH2:24][CH:19]3CC(C[CH:17]1[CH2:18]3)[CH2:22]2)#N.C12(COC3C(C4CC4)=CC(C(O)=O)=C(F)C=3)CC1CCCC2.